From a dataset of Catalyst prediction with 721,799 reactions and 888 catalyst types from USPTO. Predict which catalyst facilitates the given reaction. (1) Reactant: [CH2:1]([O:3][C:4](=[O:20])[CH:5]([O:17][CH2:18][CH3:19])[CH2:6][C:7]1[CH:12]=[CH:11][C:10]([O:13][CH2:14][CH2:15][NH2:16])=[CH:9][CH:8]=1)[CH3:2].C(N(CC)CC)C.[C:28](Cl)(=[O:35])[CH2:29][CH2:30][CH2:31][CH2:32][CH2:33][CH3:34]. Product: [CH2:1]([O:3][C:4](=[O:20])[CH:5]([O:17][CH2:18][CH3:19])[CH2:6][C:7]1[CH:12]=[CH:11][C:10]([O:13][CH2:14][CH2:15][NH:16][C:28](=[O:35])[CH2:29][CH2:30][CH2:31][CH2:32][CH2:33][CH3:34])=[CH:9][CH:8]=1)[CH3:2]. The catalyst class is: 2. (2) Reactant: [CH3:1][N:2]1[CH:6]=[CH:5][N:4]=[C:3]1[CH2:7][OH:8].[Br:9]N1C(=O)CCC1=O. Product: [Br:9][C:6]1[N:2]([CH3:1])[C:3]([CH2:7][OH:8])=[N:4][CH:5]=1. The catalyst class is: 1. (3) Reactant: Cl.[NH2:2][C@H:3]1[CH2:7][CH2:6][CH2:5][C@@H:4]1[NH:8][C:9](=[O:22])[C:10]1[CH:15]=[C:14]([CH3:16])[CH:13]=[CH:12][C:11]=1[N:17]1[N:21]=[CH:20][CH:19]=[N:18]1.CCN(C(C)C)C(C)C.Cl[C:33]1[N:42]=[CH:41][C:40]2[C:35](=[CH:36][CH:37]=[CH:38][CH:39]=2)[N:34]=1.O. Product: [CH3:16][C:14]1[CH:13]=[CH:12][C:11]([N:17]2[N:18]=[CH:19][CH:20]=[N:21]2)=[C:10]([CH:15]=1)[C:9]([NH:8][C@H:4]1[CH2:5][CH2:6][CH2:7][C@@H:3]1[NH:2][C:33]1[N:42]=[CH:41][C:40]2[C:35](=[CH:36][CH:37]=[CH:38][CH:39]=2)[N:34]=1)=[O:22]. The catalyst class is: 37. (4) Reactant: [NH2:1][C:2]1[CH:3]=[C:4]([C@:8]2([CH2:19][F:20])[CH2:13][C@@H:12]([C:14]([F:17])([F:16])[F:15])[O:11][C:10]([NH2:18])=[N:9]2)[CH:5]=[CH:6][CH:7]=1.[Cl:21][C:22]1[CH:23]=[CH:24][C:25]([C:28](O)=[O:29])=[N:26][CH:27]=1.[Cl-].COC1N=C(OC)N=C([N+]2(C)CCOCC2)N=1. Product: [NH2:18][C:10]1[O:11][C@H:12]([C:14]([F:17])([F:15])[F:16])[CH2:13][C@:8]([C:4]2[CH:3]=[C:2]([NH:1][C:28](=[O:29])[C:25]3[CH:24]=[CH:23][C:22]([Cl:21])=[CH:27][N:26]=3)[CH:7]=[CH:6][CH:5]=2)([CH2:19][F:20])[N:9]=1. The catalyst class is: 36. (5) Reactant: [OH:1][C:2]1[CH:7]=[C:6]([CH3:8])O[C:4](=[O:9])[CH:3]=1.[NH2:10][CH:11]([C:13]([OH:15])=[O:14])[CH3:12].Cl. Product: [OH:1][C:2]1[CH:7]=[C:6]([CH3:8])[N:10]([CH:11]([CH3:12])[C:13]([OH:15])=[O:14])[C:4](=[O:9])[CH:3]=1. The catalyst class is: 74. (6) Reactant: [CH3:1][O:2][C:3]([C@@H:5]1[CH2:9][CH2:8][CH2:7][NH:6]1)=[O:4].[CH3:10][N:11]1[CH:15]=[CH:14][N:13]=[C:12]1[S:16](Cl)(=[O:18])=[O:17]. Product: [CH3:10][N:11]1[CH:15]=[CH:14][N:13]=[C:12]1[S:16]([N:6]1[CH2:7][CH2:8][CH2:9][C@H:5]1[C:3]([O:2][CH3:1])=[O:4])(=[O:18])=[O:17]. The catalyst class is: 17. (7) The catalyst class is: 5. Reactant: S(Cl)(Cl)=O.[NH2:5][C@@H:6]([CH2:10][CH2:11][CH2:12][C:13]([OH:15])=[O:14])[C:7]([OH:9])=[O:8].[CH3:16]COCC. Product: [NH2:5][C@@H:6]([CH2:10][CH2:11][CH2:12][C:13]([O:15][CH3:16])=[O:14])[C:7]([OH:9])=[O:8]. (8) Reactant: Cl[C:2]1[C:11]2[C:6](=[CH:7][CH:8]=[C:9]([F:12])[CH:10]=2)[N:5]=[CH:4][CH:3]=1.Cl.[CH3:14][C:15]1([CH2:21][C:22]([O:24][CH3:25])=[O:23])[CH2:20][CH2:19][NH:18][CH2:17][CH2:16]1.CCN(C(C)C)C(C)C. Product: [F:12][C:9]1[CH:10]=[C:11]2[C:6](=[CH:7][CH:8]=1)[N:5]=[CH:4][CH:3]=[C:2]2[N:18]1[CH2:19][CH2:20][C:15]([CH2:21][C:22]([O:24][CH3:25])=[O:23])([CH3:14])[CH2:16][CH2:17]1. The catalyst class is: 37.